Dataset: Catalyst prediction with 721,799 reactions and 888 catalyst types from USPTO. Task: Predict which catalyst facilitates the given reaction. (1) Reactant: [O:1]=[S:2]1(=[O:23])[C:19]2[C:14](=[CH:15][CH:16]=[CH:17][CH:18]=2)[C:13]2[C:4](=[C:5]3[C:10](=[CH:11][CH:12]=2)[C:9]([C:20]([OH:22])=O)=[CH:8][CH:7]=[N:6]3)[NH:3]1.[CH3:24][CH2:25][N:26]=C=NCCCN(C)C.Cl.[CH:36]1[CH:37]=[CH:38][C:39]2N(O)N=[N:42][C:40]=2C=1.CCN(C(C)C)C(C)C. Product: [N:42]1([CH2:24][CH2:25][NH:26][C:20]([C:9]2[C:10]3[C:5](=[C:4]4[C:13](=[CH:12][CH:11]=3)[C:14]3[C:19](=[CH:18][CH:17]=[CH:16][CH:15]=3)[S:2](=[O:1])(=[O:23])[NH:3]4)[N:6]=[CH:7][CH:8]=2)=[O:22])[CH2:36][CH2:37][CH2:38][CH2:39][CH2:40]1. The catalyst class is: 3. (2) Reactant: [C:1]1(=[O:7])[O:6][C:4](=[O:5])[CH:3]=[CH:2]1.[CH:8]12[CH2:14][CH:11]([CH:12]=[CH:13]1)[CH2:10][CH:9]2[C:15]([O:17][CH2:18][CH2:19][OH:20])=[O:16].[CH:21]12[CH2:27][CH:24]([CH:25]=[CH:26]1)[CH2:23][CH:22]2[C:28]([O:30][C:31]([CH3:34])([CH3:33])[CH3:32])=[O:29].[CH:35]12[CH2:41][CH:38]([CH:39]=[CH:40]1)[CH2:37][CH:36]2[C:42]([OH:44])=[O:43].N(C(C)(C)C#N)=NC(C)(C)C#N. Product: [CH:8]12[CH2:14][CH:11]([CH:12]=[CH:13]1)[CH2:10][CH:9]2[C:15]([O:17][CH2:18][CH2:19][OH:20])=[O:16].[CH:21]12[CH2:27][CH:24]([CH:25]=[CH:26]1)[CH2:23][CH:22]2[C:28]([O:30][C:31]([CH3:34])([CH3:33])[CH3:32])=[O:29].[CH:35]12[CH2:41][CH:38]([CH:39]=[CH:40]1)[CH2:37][CH:36]2[C:42]([OH:44])=[O:43].[C:4]1(=[O:5])[O:6][C:1](=[O:7])[CH:2]=[CH:3]1. The catalyst class is: 207. (3) Reactant: C1(P(C2C=CC=CC=2)C2C=CC=CC=2)C=CC=CC=1.[I:20]I.N1C=CN=C1.[Br:27][C:28]1[CH:29]=[C:30]([CH:35]=[C:36]([CH2:39]O)[C:37]=1[CH3:38])[C:31]([O:33][CH3:34])=[O:32]. Product: [Br:27][C:28]1[CH:29]=[C:30]([CH:35]=[C:36]([CH2:39][I:20])[C:37]=1[CH3:38])[C:31]([O:33][CH3:34])=[O:32]. The catalyst class is: 4. (4) Reactant: [C:1]([O:5][C:6](=[O:24])[NH:7][C:8]1[CH:13]=[C:12]([O:14][C:15]2[CH:20]=[CH:19][C:18]([NH2:21])=[CH:17][N:16]=2)[C:11]([F:22])=[CH:10][C:9]=1[F:23])([CH3:4])([CH3:3])[CH3:2].[S-:25][C:26]#[N:27].[K+].BrBr. The catalyst class is: 15. Product: [C:1]([O:5][C:6](=[O:24])[NH:7][C:8]1[CH:13]=[C:12]([O:14][C:15]2[N:16]=[C:17]3[S:25][C:26]([NH2:27])=[N:21][C:18]3=[CH:19][CH:20]=2)[C:11]([F:22])=[CH:10][C:9]=1[F:23])([CH3:4])([CH3:2])[CH3:3]. (5) Reactant: S(OOS([O-])(=O)=O)([O-])(=O)=O.[K+].[K+].O=O.[C:15]([O-])(=O)[CH2:16][CH2:17][CH2:18]CCCC/C=C\[CH2:25][CH2:26][CH2:27][CH2:28][CH2:29][CH2:30][CH2:31][CH3:32].[Na+].[Na].C=CC=C.C=CC1C=CC=CC=1. Product: [CH2:15]=[CH:16][CH:17]=[CH2:18].[CH2:32]=[CH:31][C:30]1[CH:25]=[CH:26][CH:27]=[CH:28][CH:29]=1. The catalyst class is: 6. (6) Reactant: [F:1][C:2]1[CH:24]=[CH:23][CH:22]=[CH:21][C:3]=1[O:4][C:5]1[C:18](=[O:19])[N:17]([CH3:20])[C:8]2[N:9]=[C:10](S(C)(=O)=O)[N:11]=[CH:12][C:7]=2[CH:6]=1.[NH2:25][CH:26]([CH2:29][CH2:30][S:31][CH3:32])[CH2:27][OH:28].CO.O. Product: [F:1][C:2]1[CH:24]=[CH:23][CH:22]=[CH:21][C:3]=1[O:4][C:5]1[C:18](=[O:19])[N:17]([CH3:20])[C:8]2[N:9]=[C:10]([NH:25][CH:26]([CH2:27][OH:28])[CH2:29][CH2:30][S:31][CH3:32])[N:11]=[CH:12][C:7]=2[CH:6]=1. The catalyst class is: 60.